This data is from Forward reaction prediction with 1.9M reactions from USPTO patents (1976-2016). The task is: Predict the product of the given reaction. (1) Given the reactants [NH2:1][CH:2]([CH2:5][CH3:6])[CH2:3][CH3:4].[CH:7]1([NH:10][C:11]([C:13]2[CH:14]=[C:15]([F:29])[C:16]([CH3:28])=[C:17]([C:19]3[CH:27]=[CH:26][C:22]([C:23]([OH:25])=O)=[CH:21][N:20]=3)[CH:18]=2)=[O:12])[CH2:9][CH2:8]1.CN(C(ON1N=NC2C=CC=NC1=2)=[N+](C)C)C.F[P-](F)(F)(F)(F)F.CCN(C(C)C)C(C)C, predict the reaction product. The product is: [CH:7]1([NH:10][C:11]([C:13]2[CH:14]=[C:15]([F:29])[C:16]([CH3:28])=[C:17]([C:19]3[N:20]=[CH:21][C:22]([C:23]([NH:1][CH:2]([CH2:5][CH3:6])[CH2:3][CH3:4])=[O:25])=[CH:26][CH:27]=3)[CH:18]=2)=[O:12])[CH2:9][CH2:8]1. (2) Given the reactants O=C1C2C(=CC=CC=2)C(=O)[N:3]1[CH:12]1[CH2:21][CH2:20][C:19]2[CH:18]=[C:17]([S:22][C:23](=[O:27])[N:24]([CH3:26])[CH3:25])[CH:16]=[CH:15][C:14]=2[CH2:13]1.NN, predict the reaction product. The product is: [NH2:3][CH:12]1[CH2:21][CH2:20][C:19]2[CH:18]=[C:17]([S:22][C:23](=[O:27])[N:24]([CH3:25])[CH3:26])[CH:16]=[CH:15][C:14]=2[CH2:13]1. (3) Given the reactants [CH:1]1([CH2:4][NH2:5])[CH2:3][CH2:2]1.Cl[C:7]1[CH:12]=[CH:11][N:10]=[C:9]([NH2:13])[N:8]=1, predict the reaction product. The product is: [CH:1]1([CH2:4][NH:5][C:7]2[CH:12]=[CH:11][N:10]=[C:9]([NH2:13])[N:8]=2)[CH2:3][CH2:2]1. (4) Given the reactants [I:1][C:2]1[CH:9]=[C:6]([CH:7]=O)[C:5]([OH:10])=[CH:4][CH:3]=1.CC1(C)O[C:17](=[O:18])[CH2:16][C:14](=[O:15])[O:13]1, predict the reaction product. The product is: [I:1][C:2]1[CH:9]=[C:6]2[C:5](=[CH:4][CH:3]=1)[O:10][C:17](=[O:18])[C:16]([C:14]([OH:15])=[O:13])=[CH:7]2. (5) Given the reactants [C:1]([C:3]1[CH:19]=[CH:18][C:6]([CH2:7][O:8][C@@H:9]2[CH2:12][C@H:11]([C:13]([O:15]CC)=[O:14])[CH2:10]2)=[CH:5][CH:4]=1)#[N:2].[OH-].[Na+], predict the reaction product. The product is: [C:1]([C:3]1[CH:4]=[CH:5][C:6]([CH2:7][O:8][C@@H:9]2[CH2:12][C@H:11]([C:13]([OH:15])=[O:14])[CH2:10]2)=[CH:18][CH:19]=1)#[N:2]. (6) The product is: [F:1][C:2]1[CH:3]=[N:4][C:5]([NH:8][C:9]2[S:10][C:11]3[CH2:17][CH2:16][N:15]([CH2:18][CH2:19][CH2:20][OH:21])[C:14]4=[N:23][NH:24][CH:25]=[C:13]4[C:12]=3[N:26]=2)=[N:6][CH:7]=1. Given the reactants [F:1][C:2]1[CH:3]=[N:4][C:5]([NH:8][C:9]2[S:10][C:11]3[CH2:17][CH2:16][N:15]([CH2:18][CH2:19][CH2:20][O:21]C)[C:14]4=[N:23][NH:24][CH:25]=[C:13]4[C:12]=3[N:26]=2)=[N:6][CH:7]=1.BrB(Br)Br, predict the reaction product.